Dataset: Peptide-MHC class I binding affinity with 185,985 pairs from IEDB/IMGT. Task: Regression. Given a peptide amino acid sequence and an MHC pseudo amino acid sequence, predict their binding affinity value. This is MHC class I binding data. (1) The peptide sequence is LLDAHIPQL. The MHC is HLA-A02:01 with pseudo-sequence HLA-A02:01. The binding affinity (normalized) is 1.00. (2) The peptide sequence is RRYQIAQYK. The MHC is HLA-A69:01 with pseudo-sequence HLA-A69:01. The binding affinity (normalized) is 0.0847. (3) The peptide sequence is ARAIRGEQL. The MHC is Mamu-B03 with pseudo-sequence Mamu-B03. The binding affinity (normalized) is 0.440. (4) The peptide sequence is STYSDICSK. The MHC is HLA-A31:01 with pseudo-sequence HLA-A31:01. The binding affinity (normalized) is 0.595. (5) The peptide sequence is RVYINVVVK. The MHC is HLA-A69:01 with pseudo-sequence HLA-A69:01. The binding affinity (normalized) is 0.0847. (6) The peptide sequence is IHDFVDKTL. The MHC is HLA-B40:01 with pseudo-sequence HLA-B40:01. The binding affinity (normalized) is 0.0847.